Task: Predict the reaction yield, written as a fraction of the theoretical maximum amount of product (1.0 means a 100% yield; for example, 0.34 means a 34% yield).. Dataset: Reaction yield outcomes from USPTO patents with 853,638 reactions (1) The reactants are [CH3:1][C:2]1[C:3]([N+:15]([O-])=O)=[C:4]([NH:8][C:9]2[CH:14]=[CH:13][CH:12]=[CH:11][CH:10]=2)[CH:5]=[CH:6][CH:7]=1. The catalyst is CCOC(C)=O.[Pd]. The product is [CH3:1][C:2]1[CH:7]=[CH:6][CH:5]=[C:4]([NH:8][C:9]2[CH:10]=[CH:11][CH:12]=[CH:13][CH:14]=2)[C:3]=1[NH2:15]. The yield is 0.940. (2) The product is [OH:56][C:49]1[C:48]([CH2:47][NH:46][C:12](=[O:14])[C:11]2[CH:10]=[CH:9][C:8]([O:1][C:2]3[CH:3]=[CH:4][CH:5]=[CH:6][CH:7]=3)=[CH:16][CH:15]=2)=[C:53]([CH3:54])[CH:52]=[C:51]([CH3:55])[N:50]=1. The reactants are [O:1]([C:8]1[CH:16]=[CH:15][C:11]([C:12]([OH:14])=O)=[CH:10][CH:9]=1)[C:2]1[CH:7]=[CH:6][CH:5]=[CH:4][CH:3]=1.ON1C2C=CC=CC=2N=N1.Cl.CN(C)CCCN=C=NCC.C(N(CC)CC)C.[NH2:46][CH2:47][C:48]1[C:49]([OH:56])=[N:50][C:51]([CH3:55])=[CH:52][C:53]=1[CH3:54]. The yield is 0.340. The catalyst is ClCCl. (3) The reactants are [C:1]([O:5][C:6]([N:8]1[CH2:13][CH2:12][C:11]([C:23]#[N:24])([CH:14]([C:16]2[CH:21]=[CH:20][C:19]([F:22])=[CH:18][CH:17]=2)[OH:15])[CH2:10][CH2:9]1)=[O:7])([CH3:4])([CH3:3])[CH3:2]. The catalyst is C(OCC)(=O)C. The product is [C:1]([O:5][C:6]([N:8]1[CH2:9][CH2:10][C:11]([C:23]#[N:24])([C:14](=[O:15])[C:16]2[CH:17]=[CH:18][C:19]([F:22])=[CH:20][CH:21]=2)[CH2:12][CH2:13]1)=[O:7])([CH3:4])([CH3:2])[CH3:3]. The yield is 0.923. (4) The reactants are [OH:1][C:2]1[C:18]([NH:19][C:20]2[C:23](=[O:24])[C:22](=[O:25])[C:21]=2OC)=[CH:17][CH:16]=[CH:15][C:3]=1[C:4]([N:6]1[CH2:10][CH2:9][CH2:8][C@@H:7]1[C:11]([O:13][CH3:14])=[O:12])=[O:5].[CH3:28][C:29]1[O:33][C:32]([C@@H:34]([NH2:40])[CH:35]2[CH2:39][CH2:38][CH2:37][S:36]2)=[CH:31][CH:30]=1. The catalyst is CO. The product is [OH:1][C:2]1[C:18]([NH:19][C:20]2[C:23](=[O:24])[C:22](=[O:25])[C:21]=2[NH:40][CH:34]([C:32]2[O:33][C:29]([CH3:28])=[CH:30][CH:31]=2)[CH:35]2[CH2:39][CH2:38][CH2:37][S:36]2)=[CH:17][CH:16]=[CH:15][C:3]=1[C:4]([N:6]1[CH2:10][CH2:9][CH2:8][C@@H:7]1[C:11]([O:13][CH3:14])=[O:12])=[O:5]. The yield is 0.810. (5) The reactants are [CH3:1][P:2](=[O:9])([O:6][CH2:7][CH3:8])[O:3][CH2:4][CH3:5].[Li]CCCC.[CH:15]1([S:18]([NH:21][C:22]23[CH2:29][CH2:28][C:25](C(OC)=O)([CH2:26][CH2:27]2)[CH2:24][CH2:23]3)(=[O:20])=[O:19])[CH2:17][CH2:16]1.[NH4+].[Cl-]. The catalyst is C1COCC1. The product is [CH2:4]([O:3][P:2]([CH2:1][C:25]12[CH2:24][CH2:23][C:22]([NH:21][S:18]([CH:15]3[CH2:17][CH2:16]3)(=[O:20])=[O:19])([CH2:27][CH2:26]1)[CH2:29][CH2:28]2)(=[O:9])[O:6][CH2:7][CH3:8])[CH3:5]. The yield is 1.00.